Predict the reaction yield, written as a fraction of the theoretical maximum amount of product (1.0 means a 100% yield; for example, 0.34 means a 34% yield). From a dataset of Reaction yield outcomes from USPTO patents with 853,638 reactions. (1) The reactants are [CH3:1][C:2]1[NH:3][C:4]2[C:9]([CH:10]=1)=[CH:8][C:7]([NH2:11])=[CH:6][CH:5]=2.N([O-])=O.[Na+].[N-:16]=[N+:17]=[N-].[Na+]. The catalyst is CC(O)=O.O. The product is [CH3:1][C:2]1[NH:3][C:4]2[C:9]([CH:10]=1)=[CH:8][C:7]([N:11]=[N+:16]=[N-:17])=[CH:6][CH:5]=2. The yield is 0.660. (2) The reactants are [F:1][C:2]1[CH:25]=[CH:24][C:5]([CH2:6][N:7]2[C:19](=[O:20])[C:18]3[C:9](=[C:10]([OH:22])[C:11]4[N:12]=[CH:13][CH:14]=[N:15][C:16]=4[C:17]=3[OH:21])[C:8]2=[O:23])=[CH:4][CH:3]=1.N1C=CC=CC=1.Cl[C:33]([O:35][CH2:36][CH3:37])=[O:34]. The catalyst is CN(C=O)C. The product is [F:1][C:2]1[CH:25]=[CH:24][C:5]([CH2:6][N:7]2[C:8](=[O:23])[C:9]3[C:18](=[C:17]([OH:21])[C:16]4[N:15]=[CH:14][CH:13]=[N:12][C:11]=4[C:10]=3[O:22][C:33](=[O:34])[O:35][CH2:36][CH3:37])[C:19]2=[O:20])=[CH:4][CH:3]=1. The yield is 0.980. (3) The reactants are [NH2:1][C:2]1[CH:10]=[C:9]2[C:5]([C:6]([C:14]3[N:18]([CH2:19][CH3:20])[N:17]=[C:16]([C:21]#[N:22])[CH:15]=3)=[CH:7][N:8]2[CH:11]([CH3:13])[CH3:12])=[CH:4][CH:3]=1.N1C=CC=CC=1.[CH3:29][S:30](Cl)(=[O:32])=[O:31]. The catalyst is C(Cl)Cl. The product is [C:21]([C:16]1[CH:15]=[C:14]([C:6]2[C:5]3[C:9](=[CH:10][C:2]([NH:1][S:30]([CH3:29])(=[O:32])=[O:31])=[CH:3][CH:4]=3)[N:8]([CH:11]([CH3:12])[CH3:13])[CH:7]=2)[N:18]([CH2:19][CH3:20])[N:17]=1)#[N:22]. The yield is 0.900. (4) The catalyst is ClCCCl.CO. The product is [NH2:1][C:2]1[N:7]=[C:6]([N:8]([CH3:15])[C:9]2[CH:14]=[CH:13][CH:12]=[CH:11][CH:10]=2)[N:5]=[C:4]([C:16]2[N:20]=[C:19]([C:21]3[CH:22]=[CH:23][C:24]([C:27]([NH2:37])=[O:28])=[N:25][CH:26]=3)[O:18][N:17]=2)[N:3]=1. The yield is 0.300. The reactants are [NH2:1][C:2]1[N:7]=[C:6]([N:8]([CH3:15])[C:9]2[CH:14]=[CH:13][CH:12]=[CH:11][CH:10]=2)[N:5]=[C:4]([C:16]2[N:20]=[C:19]([C:21]3[CH:22]=[CH:23][C:24]([C:27](O)=[O:28])=[N:25][CH:26]=3)[O:18][N:17]=2)[N:3]=1.C(Cl)(=O)C(Cl)=O.C[N:37](C=O)C. (5) The reactants are [CH2:1]([C:3]1([CH3:23])[CH:8]([CH3:9])[CH:7]([OH:10])[CH2:6][C:5]([CH2:12][CH3:13])([CH3:11])[N:4]1[O:14][CH:15]([C:17]1[CH:22]=[CH:21][CH:20]=[CH:19][CH:18]=1)[CH3:16])[CH3:2].[C:24](Cl)(=[O:36])[CH2:25][CH2:26][CH2:27][CH2:28][CH2:29][CH2:30][CH2:31][CH2:32][CH2:33][CH2:34][CH3:35].C(N(CC)CC)C. The catalyst is C1(C)C=CC=CC=1. The product is [CH2:1]([C:3]1([CH3:23])[CH:8]([CH3:9])[CH:7]([O:10][C:24](=[O:36])[CH2:25][CH2:26][CH2:27][CH2:28][CH2:29][CH2:30][CH2:31][CH2:32][CH2:33][CH2:34][CH3:35])[CH2:6][C:5]([CH2:12][CH3:13])([CH3:11])[N:4]1[O:14][CH:15]([C:17]1[CH:18]=[CH:19][CH:20]=[CH:21][CH:22]=1)[CH3:16])[CH3:2]. The yield is 0.940. (6) The reactants are [Br:1][C:2]1[C:3](=[O:10])[N:4]([CH3:9])[C:5](=[O:8])[NH:6][N:7]=1.[C:11](#[N:14])[CH:12]=[CH2:13].N1C=CC=CC=1. The catalyst is O. The product is [Br:1][C:2]1[C:3](=[O:10])[N:4]([CH3:9])[C:5](=[O:8])[N:6]([CH2:13][CH2:12][C:11]#[N:14])[N:7]=1. The yield is 0.930. (7) The reactants are P(O[CH2:10][C:11]1[CH:16]=[C:15]([O:17][CH3:18])[CH:14]=[C:13]([O:19][CH3:20])[CH:12]=1)(OCC)(OCC)=O.[C:21]([O:24][C:25]1[CH:26]=[C:27]([CH:30]=[C:31]([O:37][C:38](=[O:40])[CH3:39])[C:32]=1[O:33][C:34](=[O:36])[CH3:35])[CH:28]=O)(=[O:23])[CH3:22]. No catalyst specified. The product is [CH3:20][O:19][C:13]1[CH:12]=[C:11](/[CH:10]=[CH:28]/[C:27]2[CH:26]=[C:25]([O:24][C:21](=[O:23])[CH3:22])[C:32]([O:33][C:34](=[O:36])[CH3:35])=[C:31]([O:37][C:38](=[O:40])[CH3:39])[CH:30]=2)[CH:16]=[C:15]([O:17][CH3:18])[CH:14]=1. The yield is 0.750. (8) The reactants are [C:1]1([NH:7][CH2:8][CH2:9][C:10]#[N:11])[CH:6]=[CH:5][CH:4]=[CH:3][CH:2]=1.[NH2:12][OH:13]. The catalyst is CCO. The product is [OH:13][N:12]=[C:10]([NH2:11])[CH2:9][CH2:8][NH:7][C:1]1[CH:6]=[CH:5][CH:4]=[CH:3][CH:2]=1. The yield is 0.628.